From a dataset of Forward reaction prediction with 1.9M reactions from USPTO patents (1976-2016). Predict the product of the given reaction. Given the reactants [C:1](#[N:10])[C:2]1[CH:9]=[CH:8][C:5]([C:6]#[N:7])=[CH:4][CH:3]=1.P([O-])([O-])([O-])=[O:12], predict the reaction product. The product is: [C:6]([C:5]1[CH:8]=[CH:9][C:2]([C:1]([NH2:10])=[O:12])=[CH:3][CH:4]=1)#[N:7].